This data is from Reaction yield outcomes from USPTO patents with 853,638 reactions. The task is: Predict the reaction yield, written as a fraction of the theoretical maximum amount of product (1.0 means a 100% yield; for example, 0.34 means a 34% yield). (1) The reactants are C([O:3][CH:4](OCC)[CH2:5][N:6]1[CH:10]=[C:9]([C:11]2[C:19]3[C:14](=[CH:15][C:16]([F:20])=[CH:17][CH:18]=3)[N:13]([S:21]([C:24]3[CH:29]=[CH:28][CH:27]=[CH:26][CH:25]=3)(=[O:23])=[O:22])[CH:12]=2)[CH:8]=[N:7]1)C.Cl. The catalyst is C1COCC1. The product is [F:20][C:16]1[CH:15]=[C:14]2[C:19]([C:11]([C:9]3[CH:8]=[N:7][N:6]([CH2:5][CH:4]=[O:3])[CH:10]=3)=[CH:12][N:13]2[S:21]([C:24]2[CH:25]=[CH:26][CH:27]=[CH:28][CH:29]=2)(=[O:23])=[O:22])=[CH:18][CH:17]=1. The yield is 0.950. (2) The yield is 0.780. The product is [CH:34]1[C:35]2[C:30](=[CH:29][C:28]3[C:37]([C:36]=2[CH:38]=[C:40]2[C:44](=[O:43])[C:13]4([CH3:12])[CH2:23][C:11]5[CH:10]=[N:9][N:8]([C:5]6[CH:6]=[CH:7][C:2]([F:1])=[CH:3][CH:4]=6)[C:16]=5[CH:15]=[C:14]4[CH2:42][CH2:41]2)=[CH:24][CH:25]=[CH:26][CH:27]=3)[CH:31]=[CH:32][CH:33]=1. No catalyst specified. The reactants are [F:1][C:2]1[CH:7]=[CH:6][C:5]([N:8]2[C:16]3[CH:15]=[C:14]4CCCC(C=O)[C:13]4([CH3:23])[CH2:12][C:11]=3[CH:10]=[N:9]2)=[CH:4][CH:3]=1.[CH:24]1[C:37]2[C:28](=[CH:29][C:30]3[C:35]([C:36]=2[CH:38]=O)=[CH:34][CH:33]=[CH:32][CH:31]=3)[CH:27]=[CH:26][CH:25]=1.[CH2:40]1[CH2:44][O:43][CH2:42][CH2:41]1. (3) The reactants are C(O[BH-](OC(=O)C)OC(=O)C)(=O)C.[Na+].[NH2:15][C:16]([CH3:46])([CH3:45])[CH2:17][O:18][C:19]1[CH:24]=[CH:23][C:22]([NH:25][C:26](=[O:37])[C:27]2[CH:32]=[CH:31][CH:30]=[C:29]([C:33]([F:36])([F:35])[F:34])[CH:28]=2)=[CH:21][C:20]=1[C:38]1[N:39]([CH3:44])[N:40]=[CH:41][C:42]=1[Cl:43].[CH:47](=O)[CH2:48][CH2:49][CH3:50].C(Cl)(=O)C. The catalyst is C1COCC1.CO. The product is [CH2:47]([NH:15][C:16]([CH3:46])([CH3:45])[CH2:17][O:18][C:19]1[CH:24]=[CH:23][C:22]([NH:25][C:26](=[O:37])[C:27]2[CH:32]=[CH:31][CH:30]=[C:29]([C:33]([F:36])([F:34])[F:35])[CH:28]=2)=[CH:21][C:20]=1[C:38]1[N:39]([CH3:44])[N:40]=[CH:41][C:42]=1[Cl:43])[CH2:48][CH2:49][CH3:50]. The yield is 0.370. (4) The reactants are [C:1]([C:5]1[O:10][C:9](=O)[CH:8]=[C:7]([OH:12])[CH:6]=1)([CH3:4])([CH3:3])[CH3:2].[NH4+:13].[OH-]. The catalyst is C1(C)C=CC=CC=1. The product is [C:1]([C:5]1[NH:13][C:9](=[O:10])[CH:8]=[C:7]([OH:12])[CH:6]=1)([CH3:4])([CH3:3])[CH3:2]. The yield is 0.800.